From a dataset of Forward reaction prediction with 1.9M reactions from USPTO patents (1976-2016). Predict the product of the given reaction. (1) Given the reactants Cl[C:2]1[CH:3]=[C:4]([CH:27]=[CH:28][N:29]=1)[C:5]([NH:7][C:8]1[C:17]2[C:12](=[CH:13][CH:14]=[CH:15][CH:16]=2)[C:11]([O:18][CH2:19][CH2:20][N:21]2[CH2:26][CH2:25][O:24][CH2:23][CH2:22]2)=[CH:10][CH:9]=1)=[O:6].[NH:30]1[CH2:35][CH2:34][CH:33]([OH:36])[CH2:32][CH2:31]1, predict the reaction product. The product is: [N:21]1([CH2:20][CH2:19][O:18][C:11]2[C:12]3[C:17](=[CH:16][CH:15]=[CH:14][CH:13]=3)[C:8]([NH:7][C:5]([C:4]3[CH:27]=[CH:28][N:29]=[C:2]([N:30]4[CH2:35][CH2:34][CH:33]([OH:36])[CH2:32][CH2:31]4)[CH:3]=3)=[O:6])=[CH:9][CH:10]=2)[CH2:26][CH2:25][O:24][CH2:23][CH2:22]1. (2) Given the reactants [N:1]1[CH:6]=[C:5]([C:7]2[CH:8]=[C:9]3[C:13](=[CH:14][CH:15]=2)[NH:12][CH:11]=[CH:10]3)[CH:4]=[N:3][CH:2]=1.C(=O)([O-])[O-].[K+].[K+].Br[C:23]1[CH:24]=[N:25][CH:26]=[CH:27][C:28]=1[CH3:29], predict the reaction product. The product is: [CH3:29][C:28]1[CH:27]=[CH:26][N:25]=[CH:24][C:23]=1[N:12]1[C:13]2[C:9](=[CH:8][C:7]([C:5]3[CH:4]=[N:3][CH:2]=[N:1][CH:6]=3)=[CH:15][CH:14]=2)[CH:10]=[CH:11]1. (3) Given the reactants [Br:1][C:2]1[CH:7]=[CH:6][C:5]([NH:8][S:9]([CH3:11])=[O:10])=[CH:4][CH:3]=1.[CH:12]1([NH2:15])[CH2:14][CH2:13]1, predict the reaction product. The product is: [Br:1][C:2]1[CH:7]=[CH:6][C:5]([NH:8][S:9]([CH3:11])(=[N:15][CH:12]2[CH2:14][CH2:13]2)=[O:10])=[CH:4][CH:3]=1. (4) Given the reactants Cl.[CH3:2][NH:3][O:4][CH3:5].C(N(CC)CC)C.[Br:13][C:14]1[CH:15]=[CH:16][C:17]([Cl:23])=[C:18]([CH:22]=1)[C:19](O)=[O:20].O=C1N([ClH]P([ClH]N2CCOC2=O)=O)CCO1, predict the reaction product. The product is: [Br:13][C:14]1[CH:15]=[CH:16][C:17]([Cl:23])=[C:18]([CH:22]=1)[C:19]([N:3]([O:4][CH3:5])[CH3:2])=[O:20]. (5) Given the reactants [F:1][C:2]1[C:7]2[NH:8][C:9](=[O:19])[N:10]([CH:13]3[CH2:18][CH2:17][NH:16][CH2:15][CH2:14]3)[CH2:11][CH2:12][C:6]=2[CH:5]=[CH:4][CH:3]=1.Cl[C:21]1[N:26]=[CH:25][N:24]=[C:23]([C:27]([C:29]2[CH:39]=[C:38]([CH3:40])[C:32]3[N:33]([CH3:37])[C:34](=[O:36])[O:35][C:31]=3[CH:30]=2)=[O:28])[CH:22]=1.CCN(C(C)C)C(C)C, predict the reaction product. The product is: [CH3:37][N:33]1[C:32]2[C:38]([CH3:40])=[CH:39][C:29]([C:27]([C:23]3[N:24]=[CH:25][N:26]=[C:21]([N:16]4[CH2:15][CH2:14][CH:13]([N:10]5[CH2:11][CH2:12][C:6]6[CH:5]=[CH:4][CH:3]=[C:2]([F:1])[C:7]=6[NH:8][C:9]5=[O:19])[CH2:18][CH2:17]4)[CH:22]=3)=[O:28])=[CH:30][C:31]=2[O:35][C:34]1=[O:36]. (6) Given the reactants CO[C:3](=[O:23])[C:4]([C:13](=[O:22])[C:14]1[CH:19]=[CH:18][C:17]([CH3:20])=[C:16]([CH3:21])[CH:15]=1)=[CH:5][NH:6][C:7]1[CH:12]=[CH:11][N:10]=[CH:9][CH:8]=1, predict the reaction product. The product is: [CH3:21][C:16]1[CH:15]=[C:14]([CH:19]=[CH:18][C:17]=1[CH3:20])[C:13]([C:4]1[C:3](=[O:23])[C:8]2[C:7](=[CH:12][CH:11]=[N:10][CH:9]=2)[NH:6][CH:5]=1)=[O:22]. (7) Given the reactants COC(=O)[C@H](C)N([C:13]1[CH:18]=[C:17]([F:19])[CH:16]=[C:15]([F:20])[CH:14]=1)C(OC(C)(C)C)=O.[NH2:23][C@H:24]([C:26]([NH:28][C@H:29]([C:33]([NH2:35])=[O:34])[CH:30]([CH3:32])[CH3:31])=[O:27])[CH3:25].C(O[B-](OC(=O)C)(OC(=O)C)C#N)(=O)C.[Na+].C(O)(C(F)(F)F)=O.[CH2:59]([N:62]([CH2:74][CH2:75][CH3:76])[C:63]([C:65]1[CH:66]=[C:67]([CH:71]=[CH:72][CH:73]=1)[C:68]([OH:70])=O)=[O:64])[CH2:60][CH3:61].C(Cl)CCl.C1C=C[C:84]2N(O)N=[N:87][C:85]=2[CH:86]=1.Cl, predict the reaction product. The product is: [F:19][C:17]1[CH:18]=[C:13]([CH2:84][C@H:85]([NH:87][C:68](=[O:70])[C:67]2[CH:71]=[CH:72][CH:73]=[C:65]([C:63]([N:62]([CH2:59][CH2:60][CH3:61])[CH2:74][CH2:75][CH3:76])=[O:64])[CH:66]=2)[CH2:86][NH:23][C@H:24]([C:26]([NH:28][C@H:29]([C:33]([NH2:35])=[O:34])[CH:30]([CH3:31])[CH3:32])=[O:27])[CH3:25])[CH:14]=[C:15]([F:20])[CH:16]=1.